From a dataset of Full USPTO retrosynthesis dataset with 1.9M reactions from patents (1976-2016). Predict the reactants needed to synthesize the given product. (1) Given the product [NH2:10][CH2:9][CH2:8][C:5]1[CH:6]=[CH:7][C:2]([Cl:1])=[C:3]([CH:4]=1)[C:18]([NH:20][CH2:21][C:22]12[CH2:29][CH:28]3[CH2:30][CH:24]([CH2:25][CH:26]([CH2:27]3)[CH2:31]1)[CH2:23]2)=[O:19], predict the reactants needed to synthesize it. The reactants are: [Cl:1][C:2]1[CH:7]=[CH:6][C:5]([CH2:8][CH2:9][NH:10]C(=O)OC(C)(C)C)=[CH:4][C:3]=1[C:18]([NH:20][CH2:21][C:22]12[CH2:31][CH:26]3[CH2:27][CH:28]([CH2:30][CH:24]([CH2:25]3)[CH2:23]1)[CH2:29]2)=[O:19]. (2) Given the product [C:1]([O:6][CH2:7][C@@H:8]1[C@@H:12]([OH:13])[C@@H:11]([OH:21])[C@H:10]([N:29]2[CH:34]=[CH:33][CH:32]=[N:31][C:30]2=[O:35])[O:9]1)(=[O:5])[CH2:2][CH2:3][CH3:4], predict the reactants needed to synthesize it. The reactants are: [C:1]([O:6][CH2:7][C@@H:8]1[C@@H:12]([O:13][Si](C(C)(C)C)(C)C)[C@@H:11]([O:21][Si](C(C)(C)C)(C)C)[C@H:10]([N:29]2[CH:34]=[CH:33][CH:32]=[N:31][C:30]2=[O:35])[O:9]1)(=[O:5])[CH2:2][CH2:3][CH3:4].[F-].C([N+](CCCC)(CCCC)CCCC)CCC.